From a dataset of Reaction yield outcomes from USPTO patents with 853,638 reactions. Predict the reaction yield, written as a fraction of the theoretical maximum amount of product (1.0 means a 100% yield; for example, 0.34 means a 34% yield). (1) The reactants are [CH3:1][N:2]1[C:7](=[O:8])[CH:6]=[CH:5][NH:4][C:3]1=O.F[P-](F)(F)(F)(F)F.N1(O[P+](N(C)C)(N(C)C)N(C)C)C2C=CC=CC=2N=N1.Cl.[OH:38][C@@H:39]1[CH2:43][CH2:42][CH2:41][C@H:40]1[NH2:44].C1CCN2C(=NCCC2)CC1. The catalyst is CN(C=O)C. The product is [OH:38][C@@H:39]1[CH2:43][CH2:42][CH2:41][C@H:40]1[NH:44][C:3]1[N:2]([CH3:1])[C:7](=[O:8])[CH:6]=[CH:5][N:4]=1. The yield is 0.760. (2) The reactants are [O:1]=[C:2]1[O:8][C@H:7]([C@H:9]([CH2:11][OH:12])[OH:10])[C:5]([OH:6])=[C:3]1[OH:4].[H][H]. The catalyst is O.[Pd]. The product is [C:2]1(=[O:1])[O:8][C@H:7]([C@H:9]([CH2:11][OH:12])[OH:10])[C@H:5]([OH:6])[C@@H:3]1[OH:4]. The yield is 0.990. (3) The reactants are [NH2:1][C:2]1[C:7]([C:8]2[CH:9]=[C:10]([NH:16][C:17]([NH2:19])=[O:18])[CH:11]=[C:12]([O:14]C)[CH:13]=2)=[C:6]([NH:20][C@H:21]([C:23]2[N:28]([C:29]3[CH:34]=[CH:33][CH:32]=[CH:31][CH:30]=3)[C:27](=[O:35])[C:26]3=[C:36]([CH3:39])[CH:37]=[CH:38][N:25]3[N:24]=2)[CH3:22])[N:5]=[CH:4][N:3]=1.B(Br)(Br)Br. The catalyst is ClCCl. The product is [NH2:1][C:2]1[C:7]([C:8]2[CH:9]=[C:10]([NH:16][C:17]([NH2:19])=[O:18])[CH:11]=[C:12]([OH:14])[CH:13]=2)=[C:6]([NH:20][C@H:21]([C:23]2[N:28]([C:29]3[CH:34]=[CH:33][CH:32]=[CH:31][CH:30]=3)[C:27](=[O:35])[C:26]3=[C:36]([CH3:39])[CH:37]=[CH:38][N:25]3[N:24]=2)[CH3:22])[N:5]=[CH:4][N:3]=1. The yield is 0.550. (4) The reactants are [O:1]=[C:2]1[C:7]([CH2:8][C:9]2[CH:14]=[CH:13][C:12]([C:15]3[C:16]([C:21]#[N:22])=[CH:17][CH:18]=[CH:19][CH:20]=3)=[CH:11][CH:10]=2)=[C:6]([CH2:23][CH2:24][CH3:25])[N:5]2[N:26]=[CH:27][N:28]=[C:4]2[NH:3]1.CI.[C:31](=O)([O-])[O-].[K+].[K+].CN(C)C=O. The catalyst is C(OCC)(=O)C. The product is [CH3:31][N:3]1[C:2](=[O:1])[C:7]([CH2:8][C:9]2[CH:10]=[CH:11][C:12]([C:15]3[C:16]([C:21]#[N:22])=[CH:17][CH:18]=[CH:19][CH:20]=3)=[CH:13][CH:14]=2)=[C:6]([CH2:23][CH2:24][CH3:25])[N:5]2[N:26]=[CH:27][N:28]=[C:4]12. The yield is 1.00. (5) The reactants are [Cl:1][C:2]1[CH:3]=[C:4]([C:16]2[C:25]3[C:24]([F:26])=[CH:23][C:22]([OH:27])=[C:21]([F:28])[C:20]=3[C:19]3[C:29]([CH3:36])=[N:30][N:31](C(C)(C)C)[C:18]=3[N:17]=2)[CH:5]=[CH:6][C:7]=1[O:8]CC1C=CC=CC=1. The catalyst is FC(F)(F)C(O)=O. The product is [Cl:1][C:2]1[CH:3]=[C:4]([C:16]2[C:25]3[C:24]([F:26])=[CH:23][C:22]([OH:27])=[C:21]([F:28])[C:20]=3[C:19]3[C:29]([CH3:36])=[N:30][NH:31][C:18]=3[N:17]=2)[CH:5]=[CH:6][C:7]=1[OH:8]. The yield is 0.660. (6) The reactants are [CH3:1][C:2]1[NH:6][C:5]2[C:7]([C:17]([O:19]C)=[O:18])=[CH:8][C:9]([N:11]3[CH2:16][CH2:15][O:14][CH2:13][CH2:12]3)=[CH:10][C:4]=2[N:3]=1.Br[CH2:22][C:23]1[CH:28]=[CH:27][CH:26]=[C:25]([Cl:29])[CH:24]=1.C(=O)([O-])[O-].[K+].[K+].[OH-].[Li+]. The catalyst is CN(C)C=O.O1CCCC1.O. The product is [Cl:29][C:25]1[CH:24]=[C:23]([CH2:22][N:3]2[C:4]3[CH:10]=[C:9]([N:11]4[CH2:16][CH2:15][O:14][CH2:13][CH2:12]4)[CH:8]=[C:7]([C:17]([OH:19])=[O:18])[C:5]=3[N:6]=[C:2]2[CH3:1])[CH:28]=[CH:27][CH:26]=1. The yield is 0.134. (7) The reactants are [Cl-].[NH4+].[N+:3]([C:6]1[CH:11]=[CH:10][C:9]([N:12]2[CH2:17][CH2:16][CH2:15][CH2:14][CH2:13]2)=[CH:8][CH:7]=1)([O-])=O. The catalyst is O.C1COCC1.[Fe]. The product is [N:12]1([C:9]2[CH:8]=[CH:7][C:6]([NH2:3])=[CH:11][CH:10]=2)[CH2:17][CH2:16][CH2:15][CH2:14][CH2:13]1. The yield is 0.960.